This data is from Catalyst prediction with 721,799 reactions and 888 catalyst types from USPTO. The task is: Predict which catalyst facilitates the given reaction. (1) Reactant: [C:1]([O:5][C:6]([N:8]1[CH2:13][CH2:12][CH:11]([O:14][C:15]2[C:20]([CH3:21])=[CH:19][C:18]([N+:22]([O-:24])=[O:23])=[CH:17][C:16]=2[C:25]([O:27]C)=[O:26])[CH2:10][CH2:9]1)=[O:7])([CH3:4])([CH3:3])[CH3:2].CCCCCC. Product: [C:1]([O:5][C:6]([N:8]1[CH2:9][CH2:10][CH:11]([O:14][C:15]2[C:20]([CH3:21])=[CH:19][C:18]([N+:22]([O-:24])=[O:23])=[CH:17][C:16]=2[C:25]([OH:27])=[O:26])[CH2:12][CH2:13]1)=[O:7])([CH3:4])([CH3:2])[CH3:3]. The catalyst class is: 33. (2) Reactant: CS(O[CH2:6][CH2:7][CH:8]([CH:29]1[CH2:31][CH2:30]1)[N:9]1[CH:13]=[C:12]([C:14]2[N:19]3[CH:20]=[CH:21][N:22]=[C:18]3[CH:17]=[C:16]([C:23]3[CH:24]=[N:25][N:26]([CH3:28])[CH:27]=3)[N:15]=2)[CH:11]=[N:10]1)(=O)=O.[F-:32].C([N+](CCCC)(CCCC)CCCC)CCC. Product: [CH:29]1([CH:8]([N:9]2[CH:13]=[C:12]([C:14]3[N:19]4[CH:20]=[CH:21][N:22]=[C:18]4[CH:17]=[C:16]([C:23]4[CH:24]=[N:25][N:26]([CH3:28])[CH:27]=4)[N:15]=3)[CH:11]=[N:10]2)[CH2:7][CH2:6][F:32])[CH2:30][CH2:31]1. The catalyst class is: 1. (3) Reactant: [CH3:1][O:2][C:3]1[CH:11]=[C:10]2[C:6]([CH:7]=[C:8]([C:12]([O:14]CC)=[O:13])[NH:9]2)=[CH:5][C:4]=1[C:17]1[N:21]=[C:20]([C:22]2[CH:27]=[CH:26][C:25]([N:28]3[CH2:33][CH2:32][CH2:31][CH2:30][CH:29]3[CH3:34])=[C:24]([C:35]([F:38])([F:37])[F:36])[CH:23]=2)[O:19][N:18]=1.[OH-].[Li+].O. Product: [CH3:1][O:2][C:3]1[CH:11]=[C:10]2[C:6]([CH:7]=[C:8]([C:12]([OH:14])=[O:13])[NH:9]2)=[CH:5][C:4]=1[C:17]1[N:21]=[C:20]([C:22]2[CH:27]=[CH:26][C:25]([N:28]3[CH2:33][CH2:32][CH2:31][CH2:30][CH:29]3[CH3:34])=[C:24]([C:35]([F:38])([F:37])[F:36])[CH:23]=2)[O:19][N:18]=1. The catalyst class is: 464. (4) Reactant: [CH3:1][O:2][C:3]1[C:8]2[O:9][C:10]3[C:11]4[CH:12]([CH2:13][NH:14][CH2:15][C:16]=4[CH:17]=[CH:18][CH:19]=3)[C:7]=2[CH:6]=[CH:5][C:4]=1[O:20][CH3:21].C(=O)([O-])[O-].[K+].[K+].[CH2:28](Br)[CH:29]=[CH2:30]. Product: [CH2:30]([N:14]1[CH2:13][CH:12]2[C:7]3[CH:6]=[CH:5][C:4]([O:20][CH3:21])=[C:3]([O:2][CH3:1])[C:8]=3[O:9][C:10]3[C:11]2=[C:16]([CH:17]=[CH:18][CH:19]=3)[CH2:15]1)[CH:29]=[CH2:28]. The catalyst class is: 21. (5) Reactant: [Cl:1][C:2]1[CH:3]=[N:4][CH:5]=[C:6]([Cl:49])[C:7]=1[CH:8]([O:41][Si](CC)(CC)CC)[CH2:9][N:10]([CH2:33][C:34]1[CH:39]=[CH:38][C:37]([F:40])=[CH:36][CH:35]=1)[C:11]([C:13]1[CH:14]=[N:15][N:16]([C@H:22]2[CH2:27][CH2:26][C@H:25]([C:28]([O:30][CH2:31][CH3:32])=[O:29])[CH2:24][CH2:23]2)[C:17]=1[C:18]([F:21])([F:20])[F:19])=[O:12].CCCC[N+](CCCC)(CCCC)CCCC.[F-]. Product: [Cl:49][C:6]1[CH:5]=[N:4][CH:3]=[C:2]([Cl:1])[C:7]=1[CH:8]([OH:41])[CH2:9][N:10]([CH2:33][C:34]1[CH:39]=[CH:38][C:37]([F:40])=[CH:36][CH:35]=1)[C:11]([C:13]1[CH:14]=[N:15][N:16]([C@H:22]2[CH2:23][CH2:24][C@H:25]([C:28]([O:30][CH2:31][CH3:32])=[O:29])[CH2:26][CH2:27]2)[C:17]=1[C:18]([F:21])([F:20])[F:19])=[O:12]. The catalyst class is: 1.